This data is from Full USPTO retrosynthesis dataset with 1.9M reactions from patents (1976-2016). The task is: Predict the reactants needed to synthesize the given product. (1) Given the product [CH2:27]([O:34][C:35]([NH:37][C@H:38]([C:51]1[O:52][C:55]([C:57]2[C:58]([O:67][CH3:68])=[N:59][C:60]3[C:65]([CH:66]=2)=[CH:64][CH:63]=[CH:62][CH:61]=3)=[CH:54][N:53]=1)[CH2:39][CH2:40][CH2:41][CH2:42][CH2:43][C:44]([O:46][C:47]([CH3:49])([CH3:48])[CH3:50])=[O:45])=[O:36])[C:28]1[CH:29]=[CH:30][CH:31]=[CH:32][CH:33]=1, predict the reactants needed to synthesize it. The reactants are: C1C=CC(P(C2C=CC=CC=2)C2C=CC=CC=2)=CC=1.CCN(CC)CC.[CH2:27]([O:34][C:35]([NH:37][C@H:38]([C:51]([NH:53][CH2:54][C:55]([C:57]1[C:58]([O:67][CH3:68])=[N:59][C:60]2[C:65]([CH:66]=1)=[CH:64][CH:63]=[CH:62][CH:61]=2)=O)=[O:52])[CH2:39][CH2:40][CH2:41][CH2:42][CH2:43][C:44]([O:46][C:47]([CH3:50])([CH3:49])[CH3:48])=[O:45])=[O:36])[C:28]1[CH:33]=[CH:32][CH:31]=[CH:30][CH:29]=1. (2) Given the product [CH2:1]([O:6][C:13](=[O:23])[C:14]1[C:15](=[CH:19][CH:20]=[CH:21][CH:22]=1)[C:16]([O-:18])=[O:17])[C:2]([CH3:5])([CH3:4])[CH3:3].[K+:12], predict the reactants needed to synthesize it. The reactants are: [CH2:1]([OH:6])[C:2]([CH3:5])([CH3:4])[CH3:3].CC([O-])(C)C.[K+:12].[C:13]1(=[O:23])[O:18][C:16](=[O:17])[C:15]2=[CH:19][CH:20]=[CH:21][CH:22]=[C:14]12. (3) The reactants are: C([O:5][C:6](=[O:19])[CH2:7][O:8][C:9]1[CH:14]=[CH:13][C:12]([C:15]#[N:16])=[CH:11][C:10]=1[C:17]#[CH:18])(C)(C)C.[CH3:20][N:21]([CH3:32])[S:22]([C:25]1[CH:26]=[N:27][CH:28]=[C:29](Br)[CH:30]=1)(=[O:24])=[O:23]. Given the product [C:15]([C:12]1[CH:13]=[CH:14][C:9]([O:8][CH2:7][C:6]([OH:5])=[O:19])=[C:10]([C:17]#[C:18][C:29]2[CH:28]=[N:27][CH:26]=[C:25]([S:22]([N:21]([CH3:32])[CH3:20])(=[O:23])=[O:24])[CH:30]=2)[CH:11]=1)#[N:16], predict the reactants needed to synthesize it. (4) Given the product [CH3:11][C:7]1([CH3:10])[CH2:8][CH2:9][C:5]2([C:12](=[O:13])[O:14][C:1](=[O:3])[CH2:4]2)[CH2:6]1, predict the reactants needed to synthesize it. The reactants are: [C:1]([CH2:4][C:5]1([C:12]([OH:14])=[O:13])[CH2:9][CH2:8][C:7]([CH3:11])([CH3:10])[CH2:6]1)([OH:3])=O. (5) The reactants are: C(N[C:6](=[O:8])O)(C)(C)C.COC[NH:12][S:13]([CH:16]1[CH2:18][CH2:17]1)(=[O:15])=[O:14].[C:19](O)(C(F)(F)F)=O.C(Cl)Cl. Given the product [CH3:19][O:8][CH2:6][C:16]1([S:13]([NH2:12])(=[O:14])=[O:15])[CH2:17][CH2:18]1, predict the reactants needed to synthesize it. (6) Given the product [CH2:1]([O:8][C:9]1[CH:10]=[C:11]([CH:14]=[CH:15][C:16]=1[CH2:17][C:18]1[CH:19]=[CH:20][C:21]([O:24][CH3:25])=[CH:22][CH:23]=1)[CH:12]=[O:13])[C:2]1[CH:3]=[CH:4][CH:5]=[CH:6][CH:7]=1, predict the reactants needed to synthesize it. The reactants are: [CH2:1]([O:8][C:9]1[CH:10]=[C:11]([CH:14]=[CH:15][C:16]=1[CH2:17][C:18]1[CH:23]=[CH:22][C:21]([O:24][CH3:25])=[CH:20][CH:19]=1)[CH2:12][OH:13])[C:2]1[CH:7]=[CH:6][CH:5]=[CH:4][CH:3]=1. (7) Given the product [OH:1][C:2]1([CH2:9][NH:10][C:11]([C:13]2[C:14]3[CH:15]=[CH:16][C:17]([N:37]4[CH2:38][CH2:39][C@H:35]([F:34])[CH2:36]4)=[N:18][C:19]=3[CH:20]=[CH:21][C:22]=2[Cl:23])=[O:12])[CH2:7][CH2:6][CH2:5][CH:4]([CH3:8])[CH2:3]1, predict the reactants needed to synthesize it. The reactants are: [OH:1][C:2]1([CH2:9][NH:10][C:11]([C:13]2[C:14]3[CH:15]=[CH:16][C:17](Cl)=[N:18][C:19]=3[CH:20]=[CH:21][C:22]=2[Cl:23])=[O:12])[CH2:7][CH2:6][CH2:5][CH:4]([CH3:8])[CH2:3]1.CCN(C(C)C)C(C)C.[F:34][C@@H:35]1[CH2:39][CH2:38][NH:37][CH2:36]1. (8) Given the product [C:1]([C:4]1[C:22](=[O:23])[C@@:8]2([CH3:24])[C:9]3[C:15]([OH:16])=[CH:14][C:13]([O:17][CH3:18])=[C:12]([C:19]([NH:21][CH2:29][C:28]4[C:27]([CH3:26])=[C:34]([CH3:35])[C:33]([O:36][CH2:37][C:38]#[C:39][CH2:40][CH3:41])=[C:32]([CH3:42])[C:31]=4[CH3:43])=[O:20])[C:10]=3[O:11][C:7]2=[CH:6][C:5]=1[OH:25])(=[O:3])[CH3:2], predict the reactants needed to synthesize it. The reactants are: [C:1]([C:4]1[C:22](=[O:23])[C@@:8]2([CH3:24])[C:9]3[C:15]([OH:16])=[CH:14][C:13]([O:17][CH3:18])=[C:12]([C:19]([NH2:21])=[O:20])[C:10]=3[O:11][C:7]2=[CH:6][C:5]=1[OH:25])(=[O:3])[CH3:2].[CH3:26][C:27]1[C:34]([CH3:35])=[C:33]([O:36][CH2:37][C:38]#[C:39][CH2:40][CH3:41])[C:32]([CH3:42])=[C:31]([CH3:43])[C:28]=1[CH:29]=O.C([SiH](CC)CC)C.FC(F)(F)C(O)=O.